This data is from NCI-60 drug combinations with 297,098 pairs across 59 cell lines. The task is: Regression. Given two drug SMILES strings and cell line genomic features, predict the synergy score measuring deviation from expected non-interaction effect. (1) Drug 1: CC1OCC2C(O1)C(C(C(O2)OC3C4COC(=O)C4C(C5=CC6=C(C=C35)OCO6)C7=CC(=C(C(=C7)OC)O)OC)O)O. Drug 2: C(CC(=O)O)C(=O)CN.Cl. Cell line: RPMI-8226. Synergy scores: CSS=52.7, Synergy_ZIP=-4.14, Synergy_Bliss=-4.47, Synergy_Loewe=0.545, Synergy_HSA=2.51. (2) Drug 1: C1=CN(C(=O)N=C1N)C2C(C(C(O2)CO)O)O.Cl. Drug 2: C1C(C(OC1N2C=NC3=C2NC=NCC3O)CO)O. Cell line: NCI-H460. Synergy scores: CSS=61.4, Synergy_ZIP=5.12, Synergy_Bliss=5.09, Synergy_Loewe=-18.5, Synergy_HSA=4.97.